From a dataset of Full USPTO retrosynthesis dataset with 1.9M reactions from patents (1976-2016). Predict the reactants needed to synthesize the given product. (1) Given the product [NH3:2].[CH3:1][N:2]1[CH2:11][CH:10]([C:12]2[CH:17]=[CH:16][CH:15]=[CH:14][CH:13]=2)[C:9]2[C:4](=[CH:5][C:6]([O:18][CH2:22][CH2:23][CH2:24][N:2]3[CH2:11][CH2:10][CH2:9][CH2:4][CH2:3]3)=[N:7][CH:8]=2)[CH2:3]1, predict the reactants needed to synthesize it. The reactants are: [CH3:1][N:2]1[CH2:11][CH:10]([C:12]2[CH:17]=[CH:16][CH:15]=[CH:14][CH:13]=2)[C:9]2[C:4](=[CH:5][C:6](=[O:18])[NH:7][CH:8]=2)[CH2:3]1.[H-].[Na+].Cl[CH2:22][CH2:23][CH2:24]I. (2) Given the product [Cl:1][C:2]1[C:3]2[N:4]([C:24]([CH2:25][CH:26]3[CH2:27][CH2:28]3)=[N:23][N:22]=2)[N:5]=[CH:6][C:7]=1[N:8]1[CH2:9][CH2:10][CH:11]([C:14]2[CH:15]=[CH:16][C:17]([O:20][CH3:21])=[CH:18][CH:19]=2)[CH2:12][CH2:13]1, predict the reactants needed to synthesize it. The reactants are: [Cl:1][C:2]1[C:7]([N:8]2[CH2:13][CH2:12][CH:11]([C:14]3[CH:19]=[CH:18][C:17]([O:20][CH3:21])=[CH:16][CH:15]=3)[CH2:10][CH2:9]2)=[CH:6][N:5]=[N:4][C:3]=1[NH:22][NH:23][C:24](=O)[CH2:25][CH:26]1[CH2:28][CH2:27]1.P(Cl)(Cl)(Cl)=O. (3) Given the product [CH3:1][N:2]1[CH:7]2[CH2:8][CH2:9][CH2:10][CH:3]1[C:4]1[N:25]=[N:24][N:23]([CH2:22][C:21]3[CH:20]=[CH:19][C:18]([O:17][CH3:16])=[CH:27][CH:26]=3)[C:5]=1[CH2:6]2, predict the reactants needed to synthesize it. The reactants are: [CH3:1][N:2]1[CH:7]2[CH2:8][CH2:9][CH2:10][CH:3]1[CH2:4][C:5](N1CCCC1)=[CH:6]2.[CH3:16][O:17][C:18]1[CH:27]=[CH:26][C:21]([CH2:22][N:23]=[N+:24]=[N-:25])=[CH:20][CH:19]=1. (4) Given the product [CH3:26][O:27][CH2:28][N:6]1[C:7]2[C:3](=[C:2]([CH3:1])[CH:10]=[CH:9][C:8]=2[N+:11]([O-:13])=[O:12])[CH:4]=[C:5]1[C:14]([O:16][CH2:17][CH3:18])=[O:15], predict the reactants needed to synthesize it. The reactants are: [CH3:1][C:2]1[CH:10]=[CH:9][C:8]([N+:11]([O-:13])=[O:12])=[C:7]2[C:3]=1[CH:4]=[C:5]([C:14]([O:16][CH2:17][CH3:18])=[O:15])[NH:6]2.[H-].[Na+].CN(C)C=O.[CH3:26][O:27][CH2:28]Cl.